The task is: Predict the reactants needed to synthesize the given product.. This data is from Full USPTO retrosynthesis dataset with 1.9M reactions from patents (1976-2016). (1) Given the product [OH:1][B:2]1[C:6]2[CH:7]=[C:8]([OH:12])[CH:9]=[C:10]([CH3:11])[C:5]=2[CH:4]([CH:13]([CH3:19])[C:14]([O:16][CH2:17][CH3:18])=[O:15])[O:3]1, predict the reactants needed to synthesize it. The reactants are: [OH:1][B:2]1[C:6]2[CH:7]=[C:8]([OH:12])[CH:9]=[C:10]([CH3:11])[C:5]=2[CH:4]([C:13](=[CH2:19])[C:14]([O:16][CH2:17][CH3:18])=[O:15])[O:3]1. (2) Given the product [ClH:50].[NH2:8][CH:9]1[CH2:14][CH2:13][N:12]([C:15]([C:17]2[CH:43]=[C:20]3[CH2:21][N:22]([C:25]([O:27][CH2:28][C:29]4[CH:30]=[C:31]([C:39]([F:40])([F:41])[F:42])[CH:32]=[C:33]([C:35]([F:36])([F:37])[F:38])[CH:34]=4)=[O:26])[CH2:23][CH2:24][N:19]3[N:18]=2)=[O:16])[CH2:11][CH2:10]1, predict the reactants needed to synthesize it. The reactants are: C(OC([NH:8][CH:9]1[CH2:14][CH2:13][N:12]([C:15]([C:17]2[CH:43]=[C:20]3[CH2:21][N:22]([C:25]([O:27][CH2:28][C:29]4[CH:34]=[C:33]([C:35]([F:38])([F:37])[F:36])[CH:32]=[C:31]([C:39]([F:42])([F:41])[F:40])[CH:30]=4)=[O:26])[CH2:23][CH2:24][N:19]3[N:18]=2)=[O:16])[CH2:11][CH2:10]1)=O)(C)(C)C.CC(=O)OCC.[ClH:50].CC(=O)OCC. (3) Given the product [NH2:12][C:5]1[CH:4]=[CH:3][C:2]([CH3:1])=[CH:11][C:6]=1[C:7]([O:9][CH3:10])=[O:8], predict the reactants needed to synthesize it. The reactants are: [CH3:1][C:2]1[CH:3]=[CH:4][C:5]([N+:12]([O-])=O)=[C:6]([CH:11]=1)[C:7]([O:9][CH3:10])=[O:8].[NH4+].[Cl-].C(OCC)(=O)C.CCCCCC.C([O-])(O)=O.[Na+]. (4) Given the product [C:1]([C:3]1[CH:4]=[C:5]([NH:10][C:11]2[C:20]3[C:15](=[CH:16][C:17]([O:40][CH3:41])=[C:18]([O:21][CH2:22][CH2:23][CH2:24][N:25]4[CH2:26][CH:27]5[CH:28]([CH2:30][NH:31][CH2:32]5)[CH2:29]4)[CH:19]=3)[N:14]=[CH:13][N:12]=2)[CH:6]=[CH:7][C:8]=1[F:9])#[CH:2], predict the reactants needed to synthesize it. The reactants are: [C:1]([C:3]1[CH:4]=[C:5]([NH:10][C:11]2[C:20]3[C:15](=[CH:16][C:17]([O:40][CH3:41])=[C:18]([O:21][CH2:22][CH2:23][CH2:24][N:25]4[CH2:29][CH:28]5[CH2:30][N:31](C(OC(C)(C)C)=O)[CH2:32][CH:27]5[CH2:26]4)[CH:19]=3)[N:14]=[CH:13][N:12]=2)[CH:6]=[CH:7][C:8]=1[F:9])#[CH:2].Cl.